From a dataset of Catalyst prediction with 721,799 reactions and 888 catalyst types from USPTO. Predict which catalyst facilitates the given reaction. (1) Reactant: C([O-])=O.[NH4+:4].[C:5]([C:8]1[CH:13]=[CH:12][CH:11]=[CH:10][CH:9]=1)(=O)[CH3:6].C(O)(=O)C. Product: [CH3:6][CH:5]([NH2:4])[C:8]1[CH:13]=[CH:12][CH:11]=[CH:10][CH:9]=1. The catalyst class is: 5. (2) Reactant: C([O:8][C:9](=[O:25])[C:10]1[C:15]([F:16])=[CH:14][CH:13]=[C:12]([NH:17][S:18]([CH2:21][CH2:22][CH3:23])(=[O:20])=[O:19])[C:11]=1[F:24])C1C=CC=CC=1. Product: [F:24][C:11]1[C:12]([NH:17][S:18]([CH2:21][CH2:22][CH3:23])(=[O:19])=[O:20])=[CH:13][CH:14]=[C:15]([F:16])[C:10]=1[C:9]([OH:25])=[O:8]. The catalyst class is: 105. (3) Reactant: [Cl:1][C:2]1[CH:29]=[CH:28][C:5]([CH2:6][NH:7][C:8]([C:10]2[C:11](=[O:27])[C:12]3[C:13]4[N:14]([CH:26]=2)[CH2:15][C:16](=[O:25])[N:17]([CH3:24])[C:18]=4[CH:19]=[C:20]([CH2:22]Cl)[CH:21]=3)=[O:9])=[CH:4][CH:3]=1.[CH3:30][NH:31][CH2:32][CH:33]([OH:40])[C:34]1[CH:39]=[CH:38][CH:37]=[CH:36][CH:35]=1.C(N(C(C)C)CC)(C)C.CN(C=O)C. Product: [Cl:1][C:2]1[CH:29]=[CH:28][C:5]([CH2:6][NH:7][C:8]([C:10]2[C:11](=[O:27])[C:12]3[C:13]4[N:14]([CH:26]=2)[CH2:15][C:16](=[O:25])[N:17]([CH3:24])[C:18]=4[CH:19]=[C:20]([CH2:22][N:31]([CH2:32][CH:33]([OH:40])[C:34]2[CH:39]=[CH:38][CH:37]=[CH:36][CH:35]=2)[CH3:30])[CH:21]=3)=[O:9])=[CH:4][CH:3]=1. The catalyst class is: 13. (4) Reactant: [NH2:1][C:2]1[C:3]2[C:10]([C:11]3[CH:16]=[CH:15][CH:14]=[C:13]([O:17][CH2:18][C:19]4[CH:24]=[CH:23][CH:22]=[CH:21][CH:20]=4)[CH:12]=3)=[C:9]([CH3:25])[N:8]([C@@H:26]3[CH2:29][C@H:28]([CH2:30]O)[CH2:27]3)[C:4]=2[N:5]=[CH:6][N:7]=1.C1(C)C=CC(S(Cl)(=O)=O)=CC=1.[NH:43]1[CH2:49][CH2:48][CH2:47][C@@H:44]1[CH2:45][OH:46]. Product: [NH2:1][C:2]1[C:3]2[C:10]([C:11]3[CH:16]=[CH:15][CH:14]=[C:13]([O:17][CH2:18][C:19]4[CH:20]=[CH:21][CH:22]=[CH:23][CH:24]=4)[CH:12]=3)=[C:9]([CH3:25])[N:8]([C@@H:26]3[CH2:27][C@H:28]([CH2:30][N:43]4[CH2:49][CH2:48][CH2:47][C@@H:44]4[CH2:45][OH:46])[CH2:29]3)[C:4]=2[N:5]=[CH:6][N:7]=1. The catalyst class is: 17. (5) Reactant: [Si:1]([O:18][CH2:19][C:20]#[C:21][C:22]([C@@H:24]1[CH2:28][CH2:27][CH2:26][N:25]1C(OC(C)(C)C)=O)=O)([C:14]([CH3:17])([CH3:16])[CH3:15])([C:8]1[CH:13]=[CH:12][CH:11]=[CH:10][CH:9]=1)[C:2]1[CH:7]=[CH:6][CH:5]=[CH:4][CH:3]=1.Cl.[NH2:37][OH:38].C(=O)(O)[O-].[Na+]. Product: [Si:1]([O:18][CH2:19][C:20]1[O:38][N:37]=[C:22]([C@@H:24]2[CH2:28][CH2:27][CH2:26][NH:25]2)[CH:21]=1)([C:14]([CH3:17])([CH3:15])[CH3:16])([C:8]1[CH:13]=[CH:12][CH:11]=[CH:10][CH:9]=1)[C:2]1[CH:7]=[CH:6][CH:5]=[CH:4][CH:3]=1. The catalyst class is: 14. (6) Reactant: ClC1C(OC2CCC(=O)CC2)=CC(F)=C(C=1)C(O)=O.[CH:20]1([C:23]2[C:24]([O:33][CH:34]3[CH2:41][CH2:40][C:37]4([CH2:39][CH2:38]4)[CH2:36][CH2:35]3)=[CH:25][C:26]([F:32])=[C:27]([CH:31]=2)[C:28]([OH:30])=O)[CH2:22][CH2:21]1.[N:42]1([S:46]([NH2:49])(=[O:48])=[O:47])[CH2:45][CH2:44][CH2:43]1. Product: [N:42]1([S:46]([NH:49][C:28](=[O:30])[C:27]2[CH:31]=[C:23]([CH:20]3[CH2:21][CH2:22]3)[C:24]([O:33][CH:34]3[CH2:35][CH2:36][C:37]4([CH2:38][CH2:39]4)[CH2:40][CH2:41]3)=[CH:25][C:26]=2[F:32])(=[O:48])=[O:47])[CH2:45][CH2:44][CH2:43]1. The catalyst class is: 5. (7) Reactant: Br[C:2]1[CH:3]=[C:4]2[C:9](=[CH:10][CH:11]=1)[C:8](=[O:12])[O:7][CH:6]=[CH:5]2.F[B-](F)(F)F.C([PH+](CCCC)CCCC)CCC.Br[Zn][CH2:33][CH:34]1[O:38][CH2:37][CH2:36][O:35]1.CC1CCCO1. Product: [O:35]1[CH2:36][CH2:37][O:38][CH:34]1[CH2:33][C:2]1[CH:3]=[C:4]2[C:9](=[CH:10][CH:11]=1)[C:8](=[O:12])[O:7][CH:6]=[CH:5]2. The catalyst class is: 274. (8) Reactant: [N:1]([O-])=O.[Na+].[F:5][C:6]1([F:16])[O:10][C:9]2[CH:11]=[CH:12][CH:13]=[C:14]([NH2:15])[C:8]=2[O:7]1.Cl.[CH3:18][C:19](=[O:24])[CH2:20][C:21](=[O:23])[CH3:22].C([O-])(=O)C.[Na+]. Product: [F:16][C:6]1([F:5])[O:10][C:9]2[CH:11]=[CH:12][CH:13]=[C:14]([NH:15][N:1]=[C:20]([C:19](=[O:24])[CH3:18])[C:21](=[O:23])[CH3:22])[C:8]=2[O:7]1. The catalyst class is: 72. (9) Reactant: [Cl-:1].[Al+3].[Cl-].[Cl-].[H-].[Al+3].[Li+].[H-].[H-].[H-].[C:11]([CH:13]([C:19]1[C:28]2[C:23](=[CH:24][CH:25]=[C:26]([O:29][CH3:30])[CH:27]=2)[CH:22]=[CH:21][CH:20]=1)[CH2:14][C:15](OC)=[O:16])#[N:12].[OH-].[Na+]. Product: [ClH:1].[NH2:12][CH2:11][CH:13]([C:19]1[C:28]2[C:23](=[CH:24][CH:25]=[C:26]([O:29][CH3:30])[CH:27]=2)[CH:22]=[CH:21][CH:20]=1)[CH2:14][CH2:15][OH:16]. The catalyst class is: 28. (10) Reactant: P(Cl)(Cl)(Cl)(Cl)Cl.[CH2:7]([O:14][C:15]([NH:17][CH2:18][C:19]([OH:21])=O)=[O:16])[C:8]1[CH:13]=[CH:12][CH:11]=[CH:10][CH:9]=1.[CH3:22][O:23][C:24]1[CH:25]=[CH:26][C:27]2[NH:33][CH:32]([C:34]([O:36][CH3:37])=[O:35])[CH2:31][CH2:30][CH2:29][C:28]=2[CH:38]=1. Product: [CH2:7]([O:14][C:15]([NH:17][CH2:18][C:19]([N:33]1[C:27]2[CH:26]=[CH:25][C:24]([O:23][CH3:22])=[CH:38][C:28]=2[CH2:29][CH2:30][CH2:31][CH:32]1[C:34]([O:36][CH3:37])=[O:35])=[O:21])=[O:16])[C:8]1[CH:9]=[CH:10][CH:11]=[CH:12][CH:13]=1. The catalyst class is: 859.